This data is from Forward reaction prediction with 1.9M reactions from USPTO patents (1976-2016). The task is: Predict the product of the given reaction. (1) Given the reactants I[Si](C)(C)C.[F:6][C:7]1[CH:8]=[C:9]([C@H:14]2[N:22]3[C@H:17]([CH2:18][CH2:19][CH2:20][C:21]3=[O:23])[CH2:16][CH2:15]2)[CH:10]=[CH:11][C:12]=1[F:13].CN(C)CCN(C)C.[I:32]I.S([O-])([O-])(=O)=S.[Na+].[Na+], predict the reaction product. The product is: [F:6][C:7]1[CH:8]=[C:9]([C@H:14]2[N:22]3[C@@H:17]([CH2:18][CH2:19][CH:20]([I:32])[C:21]3=[O:23])[CH2:16][CH2:15]2)[CH:10]=[CH:11][C:12]=1[F:13]. (2) Given the reactants [CH:1]1([C:4]2[NH:5][C:6](=[O:13])[CH:7]=[C:8]([C:10]([OH:12])=[O:11])[N:9]=2)[CH2:3][CH2:2]1.[Cl:14][O-].[Na+].S(=O)(O)[O-].[Na+], predict the reaction product. The product is: [Cl:14][C:7]1[C:6](=[O:13])[NH:5][C:4]([CH:1]2[CH2:2][CH2:3]2)=[N:9][C:8]=1[C:10]([OH:12])=[O:11].